This data is from Volume of distribution at steady state (VDss) regression data from Lombardo et al.. The task is: Regression/Classification. Given a drug SMILES string, predict its absorption, distribution, metabolism, or excretion properties. Task type varies by dataset: regression for continuous measurements (e.g., permeability, clearance, half-life) or binary classification for categorical outcomes (e.g., BBB penetration, CYP inhibition). For this dataset (vdss_lombardo), we predict log10(VDss) (log10 of volume of distribution in L/kg). (1) The molecule is OC(C[NH2+]CC(O)C1CCc2cc(F)ccc2O1)C1CCc2cc(F)ccc2O1. The log10(VDss) is 1.04. (2) The log10(VDss) is -0.720. The molecule is O=C([O-])Cn1c(=O)c(=O)[nH]c2cc([N+](=O)[O-])c(-n3ccnc3)cc21. (3) The molecule is C[NH+](C)C/C=C(/c1ccc(Br)cc1)c1cccnc1. The log10(VDss) is 0.830. (4) The molecule is CC1COc2c(C3([NH3+])CC3)c(F)cc3c(=O)c(C(=O)[O-])cn1c23. The log10(VDss) is -0.170. (5) The molecule is Nc1nc(/C(=N\O)C(=O)NC2C(=O)N3C(C(=O)[O-])=C(/C=C4\CCN(CC(F)(F)F)C4=O)CSC23)cs1. The log10(VDss) is -0.960. (6) The compound is COc1ccc(CC(NC(=O)CC(C)(C)[NH3+])C(=O)NC(Cc2c[nH+]c[nH]2)C(=O)NC(CC2CCCCC2)C(O)C(O)CC(C)C)cc1. The log10(VDss) is 0.880. (7) The molecule is CO/N=C(/C(=O)NC1C(=O)N2C(C(=O)[O-])=C(COC(C)=O)CSC12)c1csc(N)n1. The log10(VDss) is -0.720. (8) The molecule is CCC1OC(=O)C(C)C(OC2CC(C)(OC)C(O)C(C)O2)C(C)C(OC2OC(C)CC([NH+](C)C)C2O)C(C)(O)CC(C)C(=O)C(C)C(O)C1(C)O. The log10(VDss) is -0.0200. (9) The molecule is C[NH+]1C[C@H](C(=O)N[C@]2(C)O[C@@]3(O)[C@@H]4CCCN4C(=O)[C@H](Cc4ccccc4)N3C2=O)C[C@@H]2c3cccc4[nH]cc(c34)C[C@H]21. The log10(VDss) is -0.480. (10) The molecule is CC1(C)SC2C(NC(=O)COc3ccccc3)C(=O)N2C1C(=O)[O-]. The log10(VDss) is -0.390.